From a dataset of Catalyst prediction with 721,799 reactions and 888 catalyst types from USPTO. Predict which catalyst facilitates the given reaction. Reactant: C[O:2][C:3]([C:5]1[S:6][C:7]([C:26]#[C:27][C:28]([CH3:31])([CH3:30])[CH3:29])=[CH:8][C:9]=1[N:10]([CH2:20][C:21](=[O:25])[N:22]([CH3:24])[CH3:23])[C:11]([C@H:13]1[CH2:18][CH2:17][C@H:16]([CH3:19])[CH2:15][CH2:14]1)=[O:12])=[O:4].C1COCC1.CO.O.[OH-].[Li+]. Product: [CH3:30][C:28]([CH3:29])([CH3:31])[C:27]#[C:26][C:7]1[S:6][C:5]([C:3]([OH:4])=[O:2])=[C:9]([N:10]([CH2:20][C:21](=[O:25])[N:22]([CH3:23])[CH3:24])[C:11]([C@H:13]2[CH2:14][CH2:15][C@H:16]([CH3:19])[CH2:17][CH2:18]2)=[O:12])[CH:8]=1. The catalyst class is: 6.